Predict the reactants needed to synthesize the given product. From a dataset of Full USPTO retrosynthesis dataset with 1.9M reactions from patents (1976-2016). (1) Given the product [NH2:1][CH2:4][C@@H:5]1[O:9][C:8](=[O:10])[N:7]([C:11]2[CH:12]=[C:13]3[C:18](=[CH:19][CH:20]=2)[CH2:17][N:16]([CH3:21])[CH2:15][CH2:14]3)[CH2:6]1, predict the reactants needed to synthesize it. The reactants are: [N:1]([CH2:4][C@H:5]1[O:9][C:8](=[O:10])[N:7]([C:11]2[CH:12]=[C:13]3[C:18](=[CH:19][CH:20]=2)[CH2:17][N:16]([CH3:21])[CH2:15][CH2:14]3)[CH2:6]1)=[N+]=[N-].[H][H]. (2) Given the product [Cl:37][C:38]1[N:43]=[C:42]([O:1][C:2]2[CH:36]=[CH:35][CH:34]=[CH:33][C:3]=2[CH2:4][NH:5][C:6]([NH:8][C:9]2[N:13]([C:14]3[CH:19]=[CH:18][C:17]([CH3:20])=[C:16]([O:21][CH2:22][C:23]4[CH:24]=[CH:25][CH:26]=[CH:27][CH:28]=4)[CH:15]=3)[N:12]=[C:11]([C:29]([CH3:32])([CH3:30])[CH3:31])[CH:10]=2)=[O:7])[CH:41]=[CH:40][N:39]=1, predict the reactants needed to synthesize it. The reactants are: [OH:1][C:2]1[CH:36]=[CH:35][CH:34]=[CH:33][C:3]=1[CH2:4][NH:5][C:6]([NH:8][C:9]1[N:13]([C:14]2[CH:19]=[CH:18][C:17]([CH3:20])=[C:16]([O:21][CH2:22][C:23]3[CH:28]=[CH:27][CH:26]=[CH:25][CH:24]=3)[CH:15]=2)[N:12]=[C:11]([C:29]([CH3:32])([CH3:31])[CH3:30])[CH:10]=1)=[O:7].[Cl:37][C:38]1[N:43]=[C:42](Cl)[CH:41]=[CH:40][N:39]=1.[OH-].[Na+]. (3) Given the product [C:23]([C:21]([C:19]([F:38])=[O:20])([O:27][C:28]([C:31]([C:34]([F:36])([F:37])[F:35])([F:32])[F:33])([F:30])[F:29])[F:22])([F:25])([F:26])[F:24].[F:1][S:2]([C:5]([C:8]([O:11][C:12]([C:15]([F:16])=[O:18])([F:13])[F:14])([F:9])[F:10])([F:7])[F:6])(=[O:4])=[O:3], predict the reactants needed to synthesize it. The reactants are: [F:1][S:2]([C:5]([C:8]([O:11][C:12]([C:15]([O:18][C:19]([C:21]([O:27][C:28]([C:31]([C:34]([F:37])([F:36])[F:35])([F:33])[F:32])([F:30])[F:29])([C:23]([F:26])([F:25])[F:24])[F:22])=[O:20])(F)[F:16])([F:14])[F:13])([F:10])[F:9])([F:7])[F:6])(=[O:4])=[O:3].[F-:38].[Na+]. (4) Given the product [CH3:19][C:20]1[N:9]([CH2:8][C:6]2[S:7][C:3]([C:2]([F:1])([F:17])[F:18])=[CH:4][CH:5]=2)[C:10](=[O:11])[N:12]=[C:13]([S:15][CH3:16])[N:14]=1, predict the reactants needed to synthesize it. The reactants are: [F:1][C:2]([F:18])([F:17])[C:3]1[S:7][C:6]([CH2:8][NH:9][C:10]([NH:12][C:13]([S:15][CH3:16])=[NH:14])=[O:11])=[CH:5][CH:4]=1.[C:19](OCC)(OCC)(OCC)[CH3:20]. (5) The reactants are: [OH:1][N:2]1[C:10]2[C:5](=[N:6][CH:7]=[C:8]([C:11]3[CH:12]=[N:13][N:14]([CH:16]4[CH2:21][CH2:20][N:19](C(OC(C)(C)C)=O)[CH2:18][CH2:17]4)[CH:15]=3)[CH:9]=2)[CH:4]=[CH:3]1.Br[C:30]1[N:35]=[CH:34][CH:33]=[CH:32][N:31]=1. Given the product [NH:19]1[CH2:20][CH2:21][CH:16]([N:14]2[CH:15]=[C:11]([C:8]3[CH:9]=[C:10]4[N:2]([O:1][C:30]5[N:35]=[CH:34][CH:33]=[CH:32][N:31]=5)[CH:3]=[CH:4][C:5]4=[N:6][CH:7]=3)[CH:12]=[N:13]2)[CH2:17][CH2:18]1, predict the reactants needed to synthesize it. (6) Given the product [CH3:1][C:18]1([C:21]([O:23][CH2:24][CH3:25])=[O:22])[CH2:17][CH2:16][N:15]([C:26]([O:28][C:29]([CH3:31])([CH3:30])[CH3:32])=[O:27])[CH2:20][CH2:19]1, predict the reactants needed to synthesize it. The reactants are: [CH:1](NC(C)C)(C)C.C([Li])CCCCC.[N:15]1([C:26]([O:28][C:29]([CH3:32])([CH3:31])[CH3:30])=[O:27])[CH2:20][CH2:19][CH:18]([C:21]([O:23][CH2:24][CH3:25])=[O:22])[CH2:17][CH2:16]1.CI. (7) Given the product [Cl:21][C:22]1[CH:23]=[C:24]([C:25]2[O:15][N:14]=[C:13]([CH2:12][N:8]3[C:9]4[C:5](=[C:4]([C:17]([F:19])([F:20])[F:18])[C:3]([C:1]#[N:2])=[CH:11][CH:10]=4)[CH:6]=[CH:7]3)[N:16]=2)[CH:28]=[CH:29][C:30]=1[Cl:31], predict the reactants needed to synthesize it. The reactants are: [C:1]([C:3]1[C:4]([C:17]([F:20])([F:19])[F:18])=[C:5]2[C:9](=[CH:10][CH:11]=1)[N:8]([CH2:12][C:13](=[NH:16])[NH:14][OH:15])[CH:7]=[CH:6]2)#[N:2].[Cl:21][C:22]1[CH:23]=[C:24]([CH:28]=[CH:29][C:30]=1[Cl:31])[C:25](O)=O.